Dataset: NCI-60 drug combinations with 297,098 pairs across 59 cell lines. Task: Regression. Given two drug SMILES strings and cell line genomic features, predict the synergy score measuring deviation from expected non-interaction effect. Drug 1: C1=C(C(=O)NC(=O)N1)F. Drug 2: CC1=C2C(C(=O)C3(C(CC4C(C3C(C(C2(C)C)(CC1OC(=O)C(C(C5=CC=CC=C5)NC(=O)OC(C)(C)C)O)O)OC(=O)C6=CC=CC=C6)(CO4)OC(=O)C)O)C)O. Cell line: SNB-75. Synergy scores: CSS=23.1, Synergy_ZIP=-3.33, Synergy_Bliss=-2.16, Synergy_Loewe=-0.875, Synergy_HSA=-0.239.